Dataset: Catalyst prediction with 721,799 reactions and 888 catalyst types from USPTO. Task: Predict which catalyst facilitates the given reaction. (1) Reactant: [I:1][C:2]1[N:3]=[C:4]([CH2:8][O:9][CH3:10])[NH:5][C:6]=1[I:7].[H-].[Na+].[C:13]([NH:20][CH2:21][CH2:22]Br)([O:15][C:16]([CH3:19])([CH3:18])[CH3:17])=[O:14].O. Product: [C:16]([O:15][C:13](=[O:14])[NH:20][CH2:21][CH2:22][N:3]1[C:2]([I:1])=[C:6]([I:7])[N:5]=[C:4]1[CH2:8][O:9][CH3:10])([CH3:19])([CH3:18])[CH3:17]. The catalyst class is: 3. (2) Reactant: [CH3:1][C:2]1[C:7]2[N:8]=[C:9]([CH2:11][CH2:12][CH3:13])[NH:10][C:6]=2[CH:5]=[C:4]([C:14](OC)=O)[CH:3]=1.[CH3:18][NH:19][C:20]1[C:21]([NH2:26])=[CH:22][CH:23]=[CH:24][CH:25]=1.N. Product: [CH3:1][C:2]1[C:7]2[N:8]=[C:9]([CH2:11][CH2:12][CH3:13])[NH:10][C:6]=2[CH:5]=[C:4]([C:14]2[N:19]([CH3:18])[C:20]3[CH:25]=[CH:24][CH:23]=[CH:22][C:21]=3[N:26]=2)[CH:3]=1. The catalyst class is: 6.